Dataset: NCI-60 drug combinations with 297,098 pairs across 59 cell lines. Task: Regression. Given two drug SMILES strings and cell line genomic features, predict the synergy score measuring deviation from expected non-interaction effect. (1) Cell line: NCIH23. Synergy scores: CSS=37.2, Synergy_ZIP=-1.73, Synergy_Bliss=-1.23, Synergy_Loewe=-5.62, Synergy_HSA=0.420. Drug 2: CC1C(C(CC(O1)OC2CC(CC3=C2C(=C4C(=C3O)C(=O)C5=CC=CC=C5C4=O)O)(C(=O)C)O)N)O. Drug 1: C1CCC(CC1)NC(=O)N(CCCl)N=O. (2) Drug 2: CC1=C(C=C(C=C1)C(=O)NC2=CC(=CC(=C2)C(F)(F)F)N3C=C(N=C3)C)NC4=NC=CC(=N4)C5=CN=CC=C5. Drug 1: CN(C)N=NC1=C(NC=N1)C(=O)N. Synergy scores: CSS=6.42, Synergy_ZIP=-1.85, Synergy_Bliss=1.94, Synergy_Loewe=2.43, Synergy_HSA=2.04. Cell line: HCT116. (3) Drug 1: CC1OCC2C(O1)C(C(C(O2)OC3C4COC(=O)C4C(C5=CC6=C(C=C35)OCO6)C7=CC(=C(C(=C7)OC)O)OC)O)O. Drug 2: C1C(C(OC1N2C=NC3=C2NC=NCC3O)CO)O. Cell line: U251. Synergy scores: CSS=54.4, Synergy_ZIP=-0.261, Synergy_Bliss=-0.573, Synergy_Loewe=-2.97, Synergy_HSA=1.20. (4) Drug 1: CC1=C(C=C(C=C1)NC2=NC=CC(=N2)N(C)C3=CC4=NN(C(=C4C=C3)C)C)S(=O)(=O)N.Cl. Drug 2: CNC(=O)C1=CC=CC=C1SC2=CC3=C(C=C2)C(=NN3)C=CC4=CC=CC=N4. Cell line: SK-OV-3. Synergy scores: CSS=0.753, Synergy_ZIP=2.84, Synergy_Bliss=4.18, Synergy_Loewe=1.21, Synergy_HSA=1.72.